This data is from Full USPTO retrosynthesis dataset with 1.9M reactions from patents (1976-2016). The task is: Predict the reactants needed to synthesize the given product. (1) The reactants are: [C@@H:1]12[N:8]([C:9]3[O:10][C:11]4[CH:17]=[CH:16][C:15]([Cl:18])=[CH:14][C:12]=4[N:13]=3)[CH2:7][C@@H:6]1[CH2:5][CH2:4][NH:3][CH2:2]2.CC1C=C(C)N=C(N2[C@@H]3[C@@H](CCNC3)C2)N=1.[N:35]1[N:36]([C:40]2[CH:48]=[CH:47][CH:46]=[CH:45][C:41]=2[C:42](O)=[O:43])[N:37]=[CH:38][CH:39]=1.S1C=CC=C1C1C=CC=CC=1C(O)=O. Given the product [Cl:18][C:15]1[CH:16]=[CH:17][C:11]2[O:10][C:9]([N:8]3[C@@H:1]4[C@@H:6]([CH2:5][CH2:4][N:3]([C:42]([C:41]5[CH:45]=[CH:46][CH:47]=[CH:48][C:40]=5[N:36]5[N:37]=[CH:38][CH:39]=[N:35]5)=[O:43])[CH2:2]4)[CH2:7]3)=[N:13][C:12]=2[CH:14]=1, predict the reactants needed to synthesize it. (2) Given the product [C:1]([O:5][C:6]([N:8]1[CH2:15][CH2:14][CH2:13][C@@H:9]1[C:10]([N:26]1[CH2:27][CH2:28][CH2:29][C@H:25]1[C:24]([NH:23][CH2:22][C:21]1[CH:31]=[C:17]([Cl:16])[CH:18]=[CH:19][C:20]=1[N:32]1[CH:36]=[N:35][N:34]=[N:33]1)=[O:30])=[O:12])=[O:7])([CH3:2])([CH3:3])[CH3:4], predict the reactants needed to synthesize it. The reactants are: [C:1]([O:5][C:6]([N:8]1[CH2:15][CH2:14][CH2:13][C@@H:9]1[C:10]([OH:12])=O)=[O:7])([CH3:4])([CH3:3])[CH3:2].[Cl:16][C:17]1[CH:18]=[CH:19][C:20]([N:32]2[CH:36]=[N:35][N:34]=[N:33]2)=[C:21]([CH:31]=1)[CH2:22][NH:23][C:24](=[O:30])[C@@H:25]1[CH2:29][CH2:28][CH2:27][NH:26]1.C(Cl)CCl.C1C=NC2N(O)N=NC=2C=1.